From a dataset of Forward reaction prediction with 1.9M reactions from USPTO patents (1976-2016). Predict the product of the given reaction. (1) Given the reactants [O:1]1[C@@H:13]2[C@@:14]34[CH2:16][CH2:17][N:18]([CH3:19])[C@@H:8]([C@@H:9]3[CH2:10][CH2:11][C@H:12]2OS(C2C=CC(C)=CC=2)(=O)=O)[CH2:7][C:6]2=[C:15]4[C:2]1=[C:3]([O:31][CH3:32])[CH:4]=[CH:5]2.[C:33]1(=[O:43])[NH:37][C:36](=[O:38])[C:35]2=[CH:39][CH:40]=[CH:41][CH:42]=[C:34]12.[K].O, predict the reaction product. The product is: [O:1]1[C@@H:13]2[C@@:14]34[CH2:16][CH2:17][N:18]([CH3:19])[C@@H:8]([C@@H:9]3[CH2:10][CH2:11][C@H:12]2[N:37]2[C:33](=[O:43])[C:34]3=[CH:42][CH:41]=[CH:40][CH:39]=[C:35]3[C:36]2=[O:38])[CH2:7][C:6]2=[C:15]4[C:2]1=[C:3]([O:31][CH3:32])[CH:4]=[CH:5]2. (2) Given the reactants [NH2:1][S:2]([C:5]1[C:10]([OH:11])=[C:9]([N+:12]([O-])=O)[N:8]=[CH:7][C:6]=1[Cl:15])(=[O:4])=[O:3], predict the reaction product. The product is: [NH2:1][S:2]([C:5]1[C:10]([OH:11])=[C:9]([NH2:12])[N:8]=[CH:7][C:6]=1[Cl:15])(=[O:3])=[O:4]. (3) Given the reactants C(N1C2C(=CC=CC=2)C(O)([CH2:14][C:15](=[O:22])[C:16]2[CH:21]=[CH:20][CH:19]=[CH:18][N:17]=2)C1=O)CCC.[Cl:25][C:26]1[CH:27]=[C:28]2[C:32](=[CH:33][CH:34]=1)[N:31]([CH2:35][CH:36]([CH3:38])[CH3:37])[C:30](=[O:39])[C:29]2=[O:40].C(C1C=CC=CN=1)(=O)C, predict the reaction product. The product is: [Cl:25][C:26]1[CH:27]=[C:28]2[C:32](=[CH:33][CH:34]=1)[N:31]([CH2:35][CH:36]([CH3:37])[CH3:38])[C:30](=[O:39])[C:29]2([OH:40])[CH2:14][C:15](=[O:22])[C:16]1[CH:21]=[CH:20][CH:19]=[CH:18][N:17]=1. (4) The product is: [CH2:24]([N:23]([CH2:22][C:21]([O:20][CH2:18][CH3:19])=[O:31])[CH2:9][CH2:10][CH2:11][CH2:12][C:13]([O:15][CH2:16][CH3:17])=[O:14])[C:25]1[CH:30]=[CH:29][CH:28]=[CH:27][CH:26]=1. Given the reactants C(N(CC)CC)C.Br[CH2:9][CH2:10][CH2:11][CH2:12][C:13]([O:15][CH2:16][CH3:17])=[O:14].[CH2:18]([O:20][C:21](=[O:31])[CH2:22][NH:23][CH2:24][C:25]1[CH:30]=[CH:29][CH:28]=[CH:27][CH:26]=1)[CH3:19], predict the reaction product.